From a dataset of Reaction yield outcomes from USPTO patents with 853,638 reactions. Predict the reaction yield, written as a fraction of the theoretical maximum amount of product (1.0 means a 100% yield; for example, 0.34 means a 34% yield). (1) The reactants are [CH2:1]([O:3][C:4]([C:6]1[C:7]([CH3:19])=[C:8](C(OC(C)(C)C)=O)[NH:9][C:10]=1[CH3:11])=[O:5])[CH3:2].C(O)C.Cl. The catalyst is O. The product is [CH2:1]([O:3][C:4]([C:6]1[C:7]([CH3:19])=[CH:8][NH:9][C:10]=1[CH3:11])=[O:5])[CH3:2]. The yield is 0.870. (2) The reactants are [Br:1][C:2]1[N:3]=[N:4][C:5](Br)=[CH:6][CH:7]=1.[C:9]([NH:16][C@@H:17]1[CH2:21][CH2:20][NH:19][CH2:18]1)([O:11][C:12]([CH3:15])([CH3:14])[CH3:13])=[O:10].[F-].[Cs+].C(=O)([O-])[O-].[K+].[K+]. The catalyst is [Cl-].[Na+].O.CS(C)=O. The product is [C:12]([O:11][C:9](=[O:10])[NH:16][C@@H:17]1[CH2:21][CH2:20][N:19]([C:5]2[N:4]=[N:3][C:2]([Br:1])=[CH:7][CH:6]=2)[CH2:18]1)([CH3:15])([CH3:13])[CH3:14]. The yield is 0.860. (3) The product is [Cl:14][C:5]1[C:4]([CH2:1][CH2:2][CH2:3][OH:19])=[C:9]([Cl:10])[N:8]2[N:11]=[CH:12][CH:13]=[C:7]2[N:6]=1. The catalyst is O1CCCC1. The yield is 0.310. The reactants are [CH2:1]([C:4]1[C:5]([Cl:14])=[N:6][C:7]2[N:8]([N:11]=[CH:12][CH:13]=2)[C:9]=1[Cl:10])[CH:2]=[CH2:3].CSC.B.[OH-:19].[Na+].OO. (4) The reactants are [N:1]1([C:6]2[N:10]=[C:9]([CH:11]=O)[N:8]([CH2:13][C:14]([F:17])([F:16])[F:15])[N:7]=2)[CH2:5][CH2:4][CH2:3][CH2:2]1.[Cl-].[CH3:19][C:20]1[CH:25]=[C:24]([CH3:26])[N:23]2[N:27]=[C:28]([CH2:30][P+](C3C=CC=CC=3)(C3C=CC=CC=3)C3C=CC=CC=3)[N:29]=[C:22]2[N:21]=1.N1CCCN2CCCCCC=12. The catalyst is O1CCCC1. The product is [CH3:19][C:20]1[CH:25]=[C:24]([CH3:26])[N:23]2[N:27]=[C:28]([CH:30]=[CH:11][C:9]3[N:8]([CH2:13][C:14]([F:17])([F:16])[F:15])[N:7]=[C:6]([N:1]4[CH2:5][CH2:4][CH2:3][CH2:2]4)[N:10]=3)[N:29]=[C:22]2[N:21]=1. The yield is 0.234. (5) The reactants are [CH3:1][O:2][C:3]1[CH:4]=[C:5]2[C:10](=[CH:11][C:12]=1[O:13][CH3:14])[N:9]=[CH:8][N:7]=[C:6]2[O:15][C:16]1[C:22]([CH3:23])=[CH:21][C:19]([NH2:20])=[C:18]([CH3:24])[CH:17]=1.Cl[C:26](Cl)([O:28][C:29](=[O:35])OC(Cl)(Cl)Cl)Cl.[CH:37]1(O)[CH2:42][CH2:41]C[CH2:39][CH2:38]1.C(=O)(O)[O-].[Na+]. The catalyst is C(Cl)Cl.C(N(CC)CC)C.C1(C)C=CC=CC=1. The product is [CH3:1][O:2][C:3]1[CH:4]=[C:5]2[C:10](=[CH:11][C:12]=1[O:13][CH3:14])[N:9]=[CH:8][N:7]=[C:6]2[O:15][C:16]1[C:22]([CH3:23])=[CH:21][C:19]([NH:20][C:29](=[O:35])[O:28][CH:26]2[CH2:41][CH2:42][CH2:37][CH2:38][CH2:39]2)=[C:18]([CH3:24])[CH:17]=1. The yield is 0.740. (6) The reactants are [CH3:1][N:2]1[CH:7]=[C:6](B2OC(C)(C)C(C)(C)O2)[CH:5]=[C:4]([NH:17][C:18]2[CH:23]=[CH:22][C:21]([N:24]3[CH2:29][CH2:28][N:27]([CH:30]4[CH2:33][O:32][CH2:31]4)[CH2:26][C@@H:25]3[CH3:34])=[CH:20][N:19]=2)[C:3]1=[O:35].Br[C:37]1[C:42]([CH:43]=[O:44])=[C:41]([Cl:45])[N:40]=[CH:39][CH:38]=1.[O-]P([O-])([O-])=O.[K+].[K+].[K+].C([O-])(=O)C.[Na+]. The catalyst is C1C=CC(P(C2C=CC=CC=2)[C-]2C=CC=C2)=CC=1.C1C=CC(P(C2C=CC=CC=2)[C-]2C=CC=C2)=CC=1.Cl[Pd]Cl.[Fe+2].O.C(#N)C. The product is [Cl:45][C:41]1[N:40]=[CH:39][CH:38]=[C:37]([C:6]2[CH:5]=[C:4]([NH:17][C:18]3[CH:23]=[CH:22][C:21]([N:24]4[CH2:29][CH2:28][N:27]([CH:30]5[CH2:33][O:32][CH2:31]5)[CH2:26][C@@H:25]4[CH3:34])=[CH:20][N:19]=3)[C:3](=[O:35])[N:2]([CH3:1])[CH:7]=2)[C:42]=1[CH:43]=[O:44]. The yield is 0.710.